This data is from Catalyst prediction with 721,799 reactions and 888 catalyst types from USPTO. The task is: Predict which catalyst facilitates the given reaction. (1) Reactant: C(=O)([O-])[O-].[K+].[K+].[CH2:7]([CH:9]([CH2:12][CH2:13][CH2:14][CH3:15])[CH2:10][NH2:11])[CH3:8].[CH:16]1[C:25]2[C:20](=[CH:21][CH:22]=[CH:23][CH:24]=2)[CH:19]=[CH:18][C:17]=1[O:26][CH2:27][CH2:28][CH2:29]Cl. Product: [CH2:7]([CH:9]([CH2:12][CH2:13][CH2:14][CH3:15])[CH2:10][NH:11][CH2:29][CH2:28][CH2:27][O:26][C:17]1[CH:18]=[CH:19][C:20]2[C:25](=[CH:24][CH:23]=[CH:22][CH:21]=2)[CH:16]=1)[CH3:8]. The catalyst class is: 58. (2) Reactant: C([O:3][C:4](=[O:23])[C:5]([O:15][C:16]1[CH:17]=[C:18]([CH3:22])[CH:19]=[CH:20][CH:21]=1)([CH3:14])[CH2:6][C:7]1[CH:12]=[CH:11][C:10](O)=[CH:9][CH:8]=1)C.[CH3:24][C:25]1[O:29][C:28]([C:30]2[CH:35]=[CH:34][C:33]([C:36]3[CH:41]=[CH:40][CH:39]=[CH:38][CH:37]=3)=[CH:32][CH:31]=2)=[N:27][C:26]=1[CH2:42][CH2:43][O:44]S(C1C=CC(C)=CC=1)(=O)=O.C([O-])([O-])=O.[K+].[K+].[OH-].[Na+]. Product: [C:33]1([C:36]2[CH:37]=[CH:38][CH:39]=[CH:40][CH:41]=2)[CH:34]=[CH:35][C:30]([C:28]2[O:29][C:25]([CH3:24])=[C:26]([CH2:42][CH2:43][O:44][C:10]3[CH:9]=[CH:8][C:7]([CH2:6][C:5]([CH3:14])([O:15][C:16]4[CH:17]=[C:18]([CH3:22])[CH:19]=[CH:20][CH:21]=4)[C:4]([OH:23])=[O:3])=[CH:12][CH:11]=3)[N:27]=2)=[CH:31][CH:32]=1. The catalyst class is: 8. (3) Reactant: [C:1]([C:3]1[CH:8]=[CH:7][C:6](F)=[CH:5][N:4]=1)#[N:2].[CH3:10][O-:11].[Na+]. Product: [C:1]([C:3]1[CH:8]=[CH:7][C:6]([O:11][CH3:10])=[CH:5][N:4]=1)#[N:2]. The catalyst class is: 13.